This data is from Full USPTO retrosynthesis dataset with 1.9M reactions from patents (1976-2016). The task is: Predict the reactants needed to synthesize the given product. (1) Given the product [CH3:1][O:2][C:3](=[O:31])[CH2:4][O:5][C:6]1[CH:15]=[CH:14][C:13]([F:16])=[C:12]2[C:7]=1[C:8]([CH3:30])=[C:9]([CH2:18][C:19]1[CH:24]=[CH:23][C:22]([S:25]([CH2:28][CH3:29])(=[O:27])=[O:26])=[CH:21][CH:20]=1)[C:10]([O:17][CH:44]([F:46])[F:45])=[N:11]2, predict the reactants needed to synthesize it. The reactants are: [CH3:1][O:2][C:3](=[O:31])[CH2:4][O:5][C:6]1[CH:15]=[CH:14][C:13]([F:16])=[C:12]2[C:7]=1[C:8]([CH3:30])=[C:9]([CH2:18][C:19]1[CH:24]=[CH:23][C:22]([S:25]([CH2:28][CH3:29])(=[O:27])=[O:26])=[CH:21][CH:20]=1)[C:10](=[O:17])[NH:11]2.CN(C)C=O.C(=O)([O-])[O-].[K+].[K+].Cl[C:44](OC(=O)C)([F:46])[F:45]. (2) Given the product [C:12]1([CH3:21])[CH:17]=[CH:16][CH:15]=[C:14]([NH:18][C:19]([N:4]2[CH2:5][CH2:6][N:1]([C:7]([O:9][CH2:10][CH3:11])=[O:8])[CH2:2][CH2:3]2)=[O:20])[CH:13]=1, predict the reactants needed to synthesize it. The reactants are: [N:1]1([C:7]([O:9][CH2:10][CH3:11])=[O:8])[CH2:6][CH2:5][NH:4][CH2:3][CH2:2]1.[C:12]1([CH3:21])[CH:17]=[CH:16][CH:15]=[C:14]([N:18]=[C:19]=[O:20])[CH:13]=1. (3) Given the product [Br:1][C:2]1[CH:3]=[CH:4][C:5]2[N:6]([C:8]([C:18]3[CH:19]=[CH:20][N:31]=[C:29]([NH:28][CH:23]4[CH2:27][CH2:26][CH2:25][CH2:24]4)[N:30]=3)=[C:9]([C:11]3[CH:16]=[CH:15][C:14]([F:17])=[CH:13][CH:12]=3)[N:10]=2)[CH:7]=1, predict the reactants needed to synthesize it. The reactants are: [Br:1][C:2]1[CH:3]=[CH:4][C:5]2[N:6]([C:8]([C:18](=O)[C:19]#[CH:20])=[C:9]([C:11]3[CH:16]=[CH:15][C:14]([F:17])=[CH:13][CH:12]=3)[N:10]=2)[CH:7]=1.Cl.[CH:23]1([NH:28][C:29]([NH2:31])=[NH:30])[CH2:27][CH2:26][CH2:25][CH2:24]1.C(=O)([O-])[O-]. (4) Given the product [CH:1]1[C:13]2[CH:12]([CH2:14][O:15][C:16]([NH:18][C:19]3[CH:24]=[CH:23][C:22]([S:25][C:26]4[S:30][C:29]([C:31]([O:33][CH2:34][CH3:35])=[O:32])=[CH:28][C:27]=4[NH2:36])=[CH:21][CH:20]=3)=[O:17])[C:11]3[C:6](=[CH:7][CH:8]=[CH:9][CH:10]=3)[C:5]=2[CH:4]=[CH:3][CH:2]=1, predict the reactants needed to synthesize it. The reactants are: [CH:1]1[C:13]2[CH:12]([CH2:14][O:15][C:16]([NH:18][C:19]3[CH:24]=[CH:23][C:22]([S:25][C:26]4[S:30][C:29]([C:31]([O:33][CH2:34][CH3:35])=[O:32])=[CH:28][C:27]=4[N+:36]([O-])=O)=[CH:21][CH:20]=3)=[O:17])[C:11]3[C:6](=[CH:7][CH:8]=[CH:9][CH:10]=3)[C:5]=2[CH:4]=[CH:3][CH:2]=1.[Cl-].[NH4+]. (5) The reactants are: [C:1]([O:5][C:6]([N:8]1[CH2:13][CH2:12][C:11](=O)[CH2:10][CH2:9]1)=[O:7])([CH3:4])([CH3:3])[CH3:2].[Br:15][C:16]1[CH:22]=[CH:21][CH:20]=[CH:19][C:17]=1[NH2:18].C(O)(=O)C.C(O[BH-](OC(=O)C)OC(=O)C)(=O)C.[Na+]. Given the product [C:1]([O:5][C:6]([N:8]1[CH2:13][CH2:12][CH:11]([NH:18][C:17]2[CH:19]=[CH:20][CH:21]=[CH:22][C:16]=2[Br:15])[CH2:10][CH2:9]1)=[O:7])([CH3:4])([CH3:3])[CH3:2], predict the reactants needed to synthesize it. (6) Given the product [Cl:1][C:2]1[CH:14]=[CH:13][C:12]2[C:11]3[C:6](=[CH:7][C:8]([Cl:15])=[CH:9][CH:10]=3)[N:5]([CH2:17][CH:18]([CH2:27][CH2:28][CH2:29][CH2:30][CH2:31][CH3:32])[CH2:19][CH2:20][CH2:21][CH2:22][CH2:23][CH2:24][CH2:25][CH3:26])[C:4]=2[CH:3]=1, predict the reactants needed to synthesize it. The reactants are: [Cl:1][C:2]1[CH:14]=[CH:13][C:12]2[C:11]3[C:6](=[CH:7][C:8]([Cl:15])=[CH:9][CH:10]=3)[NH:5][C:4]=2[CH:3]=1.Br[CH2:17][CH:18]([CH2:27][CH2:28][CH2:29][CH2:30][CH2:31][CH3:32])[CH2:19][CH2:20][CH2:21][CH2:22][CH2:23][CH2:24][CH2:25][CH3:26].[OH-].[Na+]. (7) Given the product [Br:11][C:12]1[CH:18]=[CH:17][C:15]([NH:16][C:20](=[O:21])[O:22][C:23]([CH3:26])([CH3:25])[CH3:24])=[C:14]([F:19])[CH:13]=1, predict the reactants needed to synthesize it. The reactants are: C[Si]([N-][Si](C)(C)C)(C)C.[Na+].[Br:11][C:12]1[CH:18]=[CH:17][C:15]([NH2:16])=[C:14]([F:19])[CH:13]=1.[C:20](O[C:20]([O:22][C:23]([CH3:26])([CH3:25])[CH3:24])=[O:21])([O:22][C:23]([CH3:26])([CH3:25])[CH3:24])=[O:21].CCOC(C)=O.